This data is from Peptide-MHC class I binding affinity with 185,985 pairs from IEDB/IMGT. The task is: Regression. Given a peptide amino acid sequence and an MHC pseudo amino acid sequence, predict their binding affinity value. This is MHC class I binding data. (1) The peptide sequence is HRDGKPRYL. The MHC is HLA-B08:01 with pseudo-sequence HLA-B08:01. The binding affinity (normalized) is 0.0847. (2) The peptide sequence is TDVTPNYA. The MHC is Mamu-B01 with pseudo-sequence Mamu-B01. The binding affinity (normalized) is 0.